This data is from Full USPTO retrosynthesis dataset with 1.9M reactions from patents (1976-2016). The task is: Predict the reactants needed to synthesize the given product. (1) Given the product [ClH:21].[CH2:11]([NH:18][C@H:7]1[CH2:8][CH2:9][C@@H:4]([CH:1]([CH3:3])[CH3:2])[CH2:5][CH2:6]1)[C:12]1[CH:17]=[CH:16][CH:15]=[CH:14][CH:13]=1, predict the reactants needed to synthesize it. The reactants are: [CH:1]([CH:4]1[CH2:9][CH2:8][C:7](=O)[CH2:6][CH2:5]1)([CH3:3])[CH3:2].[CH2:11]([NH2:18])[C:12]1[CH:17]=[CH:16][CH:15]=[CH:14][CH:13]=1.[BH4-].[Na+].[ClH:21]. (2) Given the product [CH3:1][O:2][C:3]1[CH:4]=[CH:5][C:6]([C:7]([NH:9][C:10]2[CH:15]=[CH:14][CH:13]=[CH:12][C:11]=2[N:16]2[CH:24]([CH2:39][C:38]([O:37][CH2:35][CH3:36])=[O:40])[C:23]3[CH:22]=[C:21]4[CH:28]=[CH:29][CH:30]=[CH:31][C:20]4=[CH:19][C:18]=3[C:17]2=[O:32])=[O:8])=[CH:33][CH:34]=1, predict the reactants needed to synthesize it. The reactants are: [CH3:1][O:2][C:3]1[CH:34]=[CH:33][C:6]([C:7]([NH:9][C:10]2[CH:15]=[CH:14][CH:13]=[CH:12][C:11]=2[N:16]2[CH:24](OCC)[C:23]3[CH:22]=[C:21]4[CH:28]=[CH:29][CH:30]=[CH:31][C:20]4=[CH:19][C:18]=3[C:17]2=[O:32])=[O:8])=[CH:5][CH:4]=1.[CH2:35]([O:37][C:38]([O:40][Si](C)(C)C)=[CH2:39])[CH3:36].B(F)(F)F.CCOCC. (3) The reactants are: Cl.[CH3:2][NH:3][C:4]1[O:5][CH:6]=[C:7]([C:9]2[CH:16]=[CH:15][C:12]([CH2:13][NH2:14])=[CH:11][CH:10]=2)[N:8]=1.Cl.C(OC(NCC1C=CC(C2N=C(NC)OC=2)=CC=1)=O)(C)(C)C. Given the product [CH3:2][NH:3][C:4]1[O:5][CH:6]=[C:7]([C:9]2[CH:16]=[CH:15][C:12]([C:13]#[N:14])=[CH:11][CH:10]=2)[N:8]=1, predict the reactants needed to synthesize it. (4) Given the product [CH3:8][O:7][CH2:3][CH2:4][NH:16][C:17]1[CH:25]=[CH:24][C:23]([C:26]([F:27])([F:28])[F:29])=[CH:22][C:18]=1[C:19]([OH:21])=[O:20], predict the reactants needed to synthesize it. The reactants are: CO[CH:3]([O:7][CH3:8])[CH2:4]OC.FC(F)(F)C(O)=O.[NH2:16][C:17]1[CH:25]=[CH:24][C:23]([C:26]([F:29])([F:28])[F:27])=[CH:22][C:18]=1[C:19]([OH:21])=[O:20].C(O[BH-](OC(=O)C)OC(=O)C)(=O)C.[Na+]. (5) The reactants are: [C:1](OC(=O)C)(=[O:3])C.C([O:11][CH2:12][CH2:13][NH:14][C:15]([C:17]1[C:18]([I:40])=[C:19]([C:34]([I:39])=[C:35]([NH2:38])[C:36]=1[I:37])[C:20]([NH:22][CH:23]([CH2:29]CC([O-])=O)[CH2:24]CC([O-])=O)=[O:21])=[O:16])(=O)C.[OH-:41].[Na+].C(O)=[O:44]. Given the product [OH:41][CH2:29][CH:23]([NH:22][C:20](=[O:21])[C:19]1[C:34]([I:39])=[C:35]([NH:38][CH:1]=[O:3])[C:36]([I:37])=[C:17]([C:15]([NH:14][CH2:13][CH2:12][OH:11])=[O:16])[C:18]=1[I:40])[CH2:24][OH:44], predict the reactants needed to synthesize it.